Dataset: NCI-60 drug combinations with 297,098 pairs across 59 cell lines. Task: Regression. Given two drug SMILES strings and cell line genomic features, predict the synergy score measuring deviation from expected non-interaction effect. (1) Drug 1: C1=C(C(=O)NC(=O)N1)N(CCCl)CCCl. Drug 2: CCN(CC)CCCC(C)NC1=C2C=C(C=CC2=NC3=C1C=CC(=C3)Cl)OC. Cell line: SK-MEL-28. Synergy scores: CSS=20.9, Synergy_ZIP=0.903, Synergy_Bliss=4.95, Synergy_Loewe=5.08, Synergy_HSA=5.44. (2) Drug 1: CCC(=C(C1=CC=CC=C1)C2=CC=C(C=C2)OCCN(C)C)C3=CC=CC=C3.C(C(=O)O)C(CC(=O)O)(C(=O)O)O. Drug 2: C1C(C(OC1N2C=NC3=C2NC=NCC3O)CO)O. Cell line: HOP-62. Synergy scores: CSS=8.78, Synergy_ZIP=5.73, Synergy_Bliss=1.46, Synergy_Loewe=2.32, Synergy_HSA=-2.09. (3) Drug 1: C1=CC(=C2C(=C1NCCNCCO)C(=O)C3=C(C=CC(=C3C2=O)O)O)NCCNCCO. Drug 2: C1=CC(=CC=C1C#N)C(C2=CC=C(C=C2)C#N)N3C=NC=N3. Cell line: A549. Synergy scores: CSS=36.3, Synergy_ZIP=-0.957, Synergy_Bliss=-4.56, Synergy_Loewe=-32.3, Synergy_HSA=-4.16. (4) Drug 1: CC1=C2C(C(=O)C3(C(CC4C(C3C(C(C2(C)C)(CC1OC(=O)C(C(C5=CC=CC=C5)NC(=O)OC(C)(C)C)O)O)OC(=O)C6=CC=CC=C6)(CO4)OC(=O)C)OC)C)OC. Drug 2: CCCCC(=O)OCC(=O)C1(CC(C2=C(C1)C(=C3C(=C2O)C(=O)C4=C(C3=O)C=CC=C4OC)O)OC5CC(C(C(O5)C)O)NC(=O)C(F)(F)F)O. Cell line: SR. Synergy scores: CSS=96.5, Synergy_ZIP=18.0, Synergy_Bliss=17.6, Synergy_Loewe=8.83, Synergy_HSA=18.9.